This data is from Catalyst prediction with 721,799 reactions and 888 catalyst types from USPTO. The task is: Predict which catalyst facilitates the given reaction. Reactant: CN(C(ON1N=NC2C=CC=CC1=2)=[N+](C)C)C.[B-](F)(F)(F)F.[CH3:23][O:24][C:25]1[CH:26]=[CH:27][C:28]2[NH:34][C:33](=[O:35])[N:32]([CH:36]3[CH2:41][CH2:40][N:39]([C:42]4[N:47]=[CH:46][N:45]=[C:44]([C:48]([OH:50])=O)[CH:43]=4)[CH2:38][CH2:37]3)[CH2:31][CH2:30][C:29]=2[CH:51]=1.Cl.Cl.[C:54]1([C:60]2[C:64]3[CH2:65][NH:66][CH2:67][CH2:68][C:63]=3[NH:62][N:61]=2)[CH:59]=[CH:58][CH:57]=[CH:56][CH:55]=1.C(N(CC)CC)C.C(=O)([O-])O.[Na+]. Product: [CH3:23][O:24][C:25]1[CH:26]=[CH:27][C:28]2[NH:34][C:33](=[O:35])[N:32]([CH:36]3[CH2:37][CH2:38][N:39]([C:42]4[CH:43]=[C:44]([C:48]([N:66]5[CH2:67][CH2:68][C:63]6[NH:62][N:61]=[C:60]([C:54]7[CH:55]=[CH:56][CH:57]=[CH:58][CH:59]=7)[C:64]=6[CH2:65]5)=[O:50])[N:45]=[CH:46][N:47]=4)[CH2:40][CH2:41]3)[CH2:31][CH2:30][C:29]=2[CH:51]=1. The catalyst class is: 121.